From a dataset of NCI-60 drug combinations with 297,098 pairs across 59 cell lines. Regression. Given two drug SMILES strings and cell line genomic features, predict the synergy score measuring deviation from expected non-interaction effect. (1) Drug 1: CC(C1=C(C=CC(=C1Cl)F)Cl)OC2=C(N=CC(=C2)C3=CN(N=C3)C4CCNCC4)N. Drug 2: CN(C)C1=NC(=NC(=N1)N(C)C)N(C)C. Cell line: MALME-3M. Synergy scores: CSS=1.63, Synergy_ZIP=1.36, Synergy_Bliss=4.56, Synergy_Loewe=-7.59, Synergy_HSA=-1.30. (2) Drug 1: CC1=CC=C(C=C1)C2=CC(=NN2C3=CC=C(C=C3)S(=O)(=O)N)C(F)(F)F. Drug 2: CC1=C(C=C(C=C1)NC(=O)C2=CC=C(C=C2)CN3CCN(CC3)C)NC4=NC=CC(=N4)C5=CN=CC=C5. Cell line: SK-OV-3. Synergy scores: CSS=-6.14, Synergy_ZIP=2.25, Synergy_Bliss=-0.0450, Synergy_Loewe=-2.71, Synergy_HSA=-3.61. (3) Drug 1: C(CN)CNCCSP(=O)(O)O. Drug 2: COCCOC1=C(C=C2C(=C1)C(=NC=N2)NC3=CC=CC(=C3)C#C)OCCOC.Cl. Cell line: EKVX. Synergy scores: CSS=5.64, Synergy_ZIP=-0.150, Synergy_Bliss=4.67, Synergy_Loewe=-5.22, Synergy_HSA=-1.33.